Dataset: Experimentally validated miRNA-target interactions with 360,000+ pairs, plus equal number of negative samples. Task: Binary Classification. Given a miRNA mature sequence and a target amino acid sequence, predict their likelihood of interaction. (1) The miRNA is mmu-miR-3963 with sequence UGUAUCCCACUUCUGACAC. The protein sequence of the target gene is MERRSRRKSRRNGRSTAGKAAATQPAKSPGAQLWLFPSAAGLHRALLRRVEVTRQLCCSPGRLAVLERGGAGVQVHQLLAGSGGARTPKCIKLGKNMKIHSVDQGAEHMLILSSDGKPFEYDNYSMKHLRFESILQEKKIIQITCGDYHSLALSKGGELFAWGQNLHGQLGVGRKFPSTTTPQIVEHLAGVPLAQISAGEAHSMALSMSGNIYSWGKNECGQLGLGHTESKDDPSLIEGLDNQKVEFVACGGSHSALLTQDGLLFTFGAGKHGQLGHNSTQNELRPCLVAELVGYRVTQI.... Result: 0 (no interaction). (2) The miRNA is mmu-miR-297b-3p with sequence UAUACAUACACACAUACCCAUA. The protein sequence of the target gene is MAGRPHPYDGNSSDPENWDRKLHSRPRKLYKHSSTSSRIAKGGVDHTKMSLHGASGGHERSRDRRRSSDRSRDSSHERTESQLTPCIRNVTSPTRQHHVEREKDHSSSRPSSPRPQKASPNGSISSAGNSSRNSSQSSSDGSCKTAGEMVFVYENAKEGARNIRTSERVTLIVDNTRFVVDPSIFTAQPNTMLGRMFGSGREHNFTRPNEKGEYEVAEGIGSTVFRAILDYYKTGIIRCPDGISIPELREACDYLCISFEYSTIKCRDLSALMHELSNDGARRQFEFYLEEMILPLMVAS.... Result: 0 (no interaction). (3) The miRNA is hsa-miR-548ad-3p with sequence GAAAACGACAAUGACUUUUGCA. The protein sequence of the target gene is MRQRLLPSVTSLLLVALLFPGSSQARHVNHSATEALGELRERAPGQGTNGFQLLRHAVKRDLLPPRTPPYQVHISHQEARGPSFKICVGFLGPRWARGCSTGNEKYHLPYAARDLQTFFLPFW. Result: 0 (no interaction). (4) The miRNA is hsa-miR-30c-5p with sequence UGUAAACAUCCUACACUCUCAGC. The protein sequence of the target gene is MAEAEGVPTTPGPASGSTFRGRRDVSGSWERDQQVEAAQRALVEVLGPYEPLLSRVQAALVWERPARSALWCLGLNAAFWFFALTSLRLVFLLAFGLMIIVCIDQWKNKIWPEIKVPRPDALDNESWGFVHPRLLSVPELCHHVAEVWVSGTIFIRNVLLFKKQNPGKFCLLSCGILTFLAVLGRYVPGLLLSYLMLVTVMMWPLAVYHRLWDRAYVRLKPALQRLDFSVRGYMMSKQRERQLRRRALHPERAMDNHSDSEEELAAFCPQLDDSTVARELAITDSEHSDAEVSCTDNGTF.... Result: 1 (interaction). (5) The miRNA is mmu-miR-3473c with sequence UCUCUCCAGCCCCCAUAAUAAG. The protein sequence of the target gene is MESDNLQDPQEETLTCSICQGIFMNPVYLKCGHKFCEACLLLFQEDIKFPAYCPMCMQPFNQEYINDISLKKQVSIVRKKRLMEYLNSEEHKCVTHKAKKMIFCDKSKILLCHLCSDSQEHSGHTHCSIDVAVQEKMEELLKHMDSLWRRLKIQQNYVEKERRTTLWWLKSMKLREEVIKRVYGKQCPPLSEERDQHIECLRHQSNTTLEELRKSEATIVHERNQLTEVYRELMTMSQRPYQELLVQDLDDLFRRSKLAAKLDMPQGMIPRLRAHSIPGLTARLNSFRVKISFKHSIMFG.... Result: 1 (interaction).